Task: Binary Classification. Given a miRNA mature sequence and a target amino acid sequence, predict their likelihood of interaction.. Dataset: Experimentally validated miRNA-target interactions with 360,000+ pairs, plus equal number of negative samples (1) The miRNA is hsa-miR-3929 with sequence GAGGCUGAUGUGAGUAGACCACU. The protein sequence of the target gene is MALGVPISVYLLFNAMTALTEEAAVTVTPPITAQQGNWTVNKTEADNIEGPIALKFSHLCLEDHNSYCINGACAFHHELEKAICRCFTGYTGERCEHLTLTSYAVDSYEKYIAIGIGVGLLLSGFLVIFYCYIRKRCLKLKSPYNVCSGERRPL. Result: 0 (no interaction). (2) The miRNA is hsa-miR-4441 with sequence ACAGGGAGGAGAUUGUA. The protein sequence of the target gene is MPECWDGEHDIETPYGLLHVVIRGSPKGNRPAILTYHDVGLNHKLCFNTFFNFEDMQEITKHFVVCHVDAPGQQVGASQFPQGYQFPSMEQLAAMLPSVVQHFGFKYVIGIGVGAGAYVLAKFALIFPDLVEGLVLMNIDPNGKGWIDWAATKLSGLTSTLPDTVLSHLFSQEELVNNTELVQSYRQQISNVVNQANLQLFWNMYNSRRDLDINRPGTVPNAKTLRCPVMLVVGDNAPAEEGVVECNSKLDPTTTTFLKMADSGGLPQVTQPGKLTEAFKYFLQGMGYIAHLKDRRLSGG.... Result: 0 (no interaction).